This data is from Catalyst prediction with 721,799 reactions and 888 catalyst types from USPTO. The task is: Predict which catalyst facilitates the given reaction. Reactant: [CH:1]1([C:7]2[CH:15]=[CH:14][C:10]([C:11]([OH:13])=O)=[CH:9][CH:8]=2)[CH2:6][CH2:5][CH2:4][CH2:3][CH2:2]1.[CH3:16][O:17][C:18]1[CH:27]=[CH:26][C:25]([N:28]2[CH2:33][CH2:32][N:31]([CH3:34])[CH2:30][CH2:29]2)=[C:24]2[C:19]=1[CH2:20][CH2:21][NH:22][CH2:23]2.C(N(CC)CC)C.CN(C(ON1N=NC2C=CC=NC1=2)=[N+](C)C)C.F[P-](F)(F)(F)(F)F.C(=O)([O-])[O-].[K+].[K+]. Product: [CH:1]1([C:7]2[CH:8]=[CH:9][C:10]([C:11]([N:22]3[CH2:21][CH2:20][C:19]4[C:24](=[C:25]([N:28]5[CH2:33][CH2:32][N:31]([CH3:34])[CH2:30][CH2:29]5)[CH:26]=[CH:27][C:18]=4[O:17][CH3:16])[CH2:23]3)=[O:13])=[CH:14][CH:15]=2)[CH2:2][CH2:3][CH2:4][CH2:5][CH2:6]1. The catalyst class is: 4.